Dataset: Full USPTO retrosynthesis dataset with 1.9M reactions from patents (1976-2016). Task: Predict the reactants needed to synthesize the given product. (1) The reactants are: [CH3:1][OH:2].[H-].[Na+].[CH3:5][O:6][C:7](=[O:16])[C:8]1[CH:13]=[C:12](Cl)[N:11]=[C:10]([Cl:15])[CH:9]=1. Given the product [CH3:5][O:6][C:7](=[O:16])[C:8]1[CH:13]=[C:12]([O:2][CH3:1])[N:11]=[C:10]([Cl:15])[CH:9]=1, predict the reactants needed to synthesize it. (2) Given the product [N:25]1([CH2:2][C:3]([NH:5][C:6]2[CH:11]=[CH:10][C:9]([C:12]([N:14]3[CH2:20][C:19]4([CH3:22])[CH2:21][CH:15]3[CH2:16][C:17]([CH3:24])([CH3:23])[CH2:18]4)=[O:13])=[CH:8][CH:7]=2)=[O:4])[CH2:30][CH2:29][CH2:28][CH2:27][CH2:26]1, predict the reactants needed to synthesize it. The reactants are: Cl[CH2:2][C:3]([NH:5][C:6]1[CH:11]=[CH:10][C:9]([C:12]([N:14]2[CH2:20][C:19]3([CH3:22])[CH2:21][CH:15]2[CH2:16][C:17]([CH3:24])([CH3:23])[CH2:18]3)=[O:13])=[CH:8][CH:7]=1)=[O:4].[NH:25]1[CH2:30][CH2:29][CH2:28][CH2:27][CH2:26]1.CCN(C(C)C)C(C)C.